Dataset: Experimentally validated miRNA-target interactions with 360,000+ pairs, plus equal number of negative samples. Task: Binary Classification. Given a miRNA mature sequence and a target amino acid sequence, predict their likelihood of interaction. (1) The miRNA is hsa-miR-6132 with sequence AGCAGGGCUGGGGAUUGCA. The protein sequence of the target gene is MSGDTCLCPASGAKPKLSGFKGGGLGNKYVQLNVGGSLYYTTVRALTRHDTMLKAMFSGRMEVLTDKEGWILIDRCGKHFGTILNYLRDDTITLPQNRQEIKELMAEAKYYLIQGLVNMCQSALQDKKDSYQPVCNIPIITSLKEEERLIESSTKPVVKLLYNRSNNKYSYTSNSDDHLLKNIELFDKLSLRFNGRVLFIKDVIGDEICCWSFYGQGRKLAEVCCTSIVYATEKKQTKVEFPEARIYEETLNVLLYETPRVPDNSLLEATSRSRSQASPSEDEETFELRDRVRRIHVKRY.... Result: 1 (interaction). (2) The miRNA is mmu-miR-423-3p with sequence AGCUCGGUCUGAGGCCCCUCAGU. The protein sequence of the target gene is MAGIIKKQILKHLSRFTKNLSPDKINLSTLKGEGQLTNLELDEEVLQNVLELPTWLAITRVYCNRASIRIQWTKLKTHPICLCLDKVEVEMKTCEDPRPPNGQSPIALASGQSEYGFAEKVVEGMFIIVNSITIKIHSKAFHASFELWQLQGYSVNPNWQQSDLRLTRITDPCRGEVLTFKEITWQTLRIEADATDNGDQDPVTTPLRLITNQGRIQIALKRRTKDCNVISSKLMFLLDDLLWVLTDSQLKAMMKYAESLSEAMEKSAHQRKSLAPEPVQITPPAPSAQQSWAQAFGGSQ.... Result: 0 (no interaction).